From a dataset of Reaction yield outcomes from USPTO patents with 853,638 reactions. Predict the reaction yield, written as a fraction of the theoretical maximum amount of product (1.0 means a 100% yield; for example, 0.34 means a 34% yield). (1) The product is [CH2:7]([O:14][C:15]([CH:17]1[CH2:22][CH2:21][CH:20]([CH2:23][O:4][CH2:3][C:2]([F:6])([F:5])[F:1])[CH2:19][CH2:18]1)=[O:16])[C:8]1[CH:13]=[CH:12][CH:11]=[CH:10][CH:9]=1. The yield is 0.950. The reactants are [F:1][C:2]([F:6])([F:5])[CH2:3][OH:4].[CH2:7]([O:14][C:15]([CH:17]1[CH2:22][CH2:21][CH:20]([CH2:23]O)[CH2:19][CH2:18]1)=[O:16])[C:8]1[CH:13]=[CH:12][CH:11]=[CH:10][CH:9]=1.N(C(N(C)C)=O)=NC(N(C)C)=O.C(P(CCCC)CCCC)CCC. The catalyst is C1(C)C=CC=CC=1. (2) The reactants are C([O:8][C:9]1[CH:38]=[CH:37][C:12]2[NH:13][C:14]([C:19]3[C:24](=[O:25])[N:23]([NH:26][CH:27]4[CH2:32][CH2:31][CH2:30][CH2:29][CH2:28]4)[C:22]4[CH:33]=[CH:34][S:35][C:21]=4[C:20]=3[OH:36])=[N:15][S:16](=[O:18])(=[O:17])[C:11]=2[CH:10]=1)C1C=CC=CC=1.I[Si](C)(C)C. The catalyst is C(#N)C.O. The product is [CH:27]1([NH:26][N:23]2[C:24](=[O:25])[C:19]([C:14]3[NH:13][C:12]4[CH:37]=[CH:38][C:9]([OH:8])=[CH:10][C:11]=4[S:16](=[O:18])(=[O:17])[N:15]=3)=[C:20]([OH:36])[C:21]3[S:35][CH:34]=[CH:33][C:22]2=3)[CH2:28][CH2:29][CH2:30][CH2:31][CH2:32]1. The yield is 0.870.